From a dataset of NCI-60 drug combinations with 297,098 pairs across 59 cell lines. Regression. Given two drug SMILES strings and cell line genomic features, predict the synergy score measuring deviation from expected non-interaction effect. Synergy scores: CSS=34.4, Synergy_ZIP=-10.1, Synergy_Bliss=-3.14, Synergy_Loewe=-0.576, Synergy_HSA=0.669. Cell line: MALME-3M. Drug 1: CC1C(C(=O)NC(C(=O)N2CCCC2C(=O)N(CC(=O)N(C(C(=O)O1)C(C)C)C)C)C(C)C)NC(=O)C3=C4C(=C(C=C3)C)OC5=C(C(=O)C(=C(C5=N4)C(=O)NC6C(OC(=O)C(N(C(=O)CN(C(=O)C7CCCN7C(=O)C(NC6=O)C(C)C)C)C)C(C)C)C)N)C. Drug 2: C1CN1C2=NC(=NC(=N2)N3CC3)N4CC4.